Dataset: Catalyst prediction with 721,799 reactions and 888 catalyst types from USPTO. Task: Predict which catalyst facilitates the given reaction. (1) Reactant: [CH2:1]([O:8][CH2:9][C:10]1([CH3:46])[CH2:18][C:17]2[N:16]([CH2:19][O:20][CH2:21][CH2:22][Si:23]([CH3:26])([CH3:25])[CH3:24])[N:15]=[C:14]([C:27]3[N:28]([CH2:38][O:39][CH2:40][CH2:41][Si:42]([CH3:45])([CH3:44])[CH3:43])[C:29]4[C:34]([CH:35]=3)=[CH:33][CH:32]=[C:31]([NH:36][CH3:37])[CH:30]=4)[C:13]=2[CH2:12][CH2:11]1)[C:2]1[CH:7]=[CH:6][CH:5]=[CH:4][CH:3]=1.[O:47]=[C:48]1[CH2:53][CH2:52][CH2:51][CH2:50][N:49]1[CH2:54][C:55]([OH:57])=O.Cl.C(N=C=NCCCN(C)C)C.O.ON1C2C=CC=CC=2N=N1. Product: [CH2:1]([O:8][CH2:9][C:10]1([CH3:46])[CH2:18][C:17]2[N:16]([CH2:19][O:20][CH2:21][CH2:22][Si:23]([CH3:26])([CH3:25])[CH3:24])[N:15]=[C:14]([C:27]3[N:28]([CH2:38][O:39][CH2:40][CH2:41][Si:42]([CH3:43])([CH3:45])[CH3:44])[C:29]4[C:34]([CH:35]=3)=[CH:33][CH:32]=[C:31]([N:36]([CH3:37])[C:55](=[O:57])[CH2:54][N:49]3[CH2:50][CH2:51][CH2:52][CH2:53][C:48]3=[O:47])[CH:30]=4)[C:13]=2[CH2:12][CH2:11]1)[C:2]1[CH:7]=[CH:6][CH:5]=[CH:4][CH:3]=1. The catalyst class is: 255. (2) Reactant: [Cl:1][C:2]1[C:3]([F:35])=[C:4]([C:9]2([C:31]([F:34])([F:33])[F:32])[CH2:13][CH2:12][N:11]([C:14]3[CH:26]=[CH:25][C:17]([CH2:18][NH:19][C:20]([CH:22]4[CH2:24][CH2:23]4)=[O:21])=[C:16]([C:27]([F:30])([F:29])[F:28])[CH:15]=3)[CH2:10]2)[CH:5]=[C:6]([Cl:8])[CH:7]=1.[N+]([O-])([O-])=[O:37].[NH4+].[Ce].COC(C)(C)C. Product: [Cl:1][C:2]1[C:3]([F:35])=[C:4]([C:9]2([C:31]([F:34])([F:32])[F:33])[CH2:13][CH2:12][N:11]([C:14]3[CH:26]=[CH:25][C:17]([CH2:18][NH:19][C:20]([CH:22]4[CH2:23][CH2:24]4)=[O:21])=[C:16]([C:27]([F:28])([F:29])[F:30])[CH:15]=3)[CH:10]2[OH:37])[CH:5]=[C:6]([Cl:8])[CH:7]=1. The catalyst class is: 9. (3) Reactant: [Cl:1][C:2]1[CH:34]=[CH:33][C:5]([CH2:6][NH:7][C:8](=[O:32])[CH2:9][C@@H:10]2[CH2:21][C@H:20]([OH:22])[C@@H:19]([OH:23])[CH2:18][CH2:17][C:16](=[O:24])[O:15][C@H:14]([C:25]3[CH:30]=[CH:29][CH:28]=[CH:27][CH:26]=3)[CH2:13][NH:12][C:11]2=[O:31])=[CH:4][CH:3]=1.CO[C:37](OC)([CH3:39])[CH3:38].C1(C)C=CC(S([O-])(=O)=O)=CC=1.[NH+]1C=CC=CC=1. Product: [Cl:1][C:2]1[CH:34]=[CH:33][C:5]([CH2:6][NH:7][C:8](=[O:32])[CH2:9][C@@H:10]2[CH2:21][C@@H:20]3[O:22][C:37]([CH3:39])([CH3:38])[O:23][C@H:19]3[CH2:18][CH2:17][C:16](=[O:24])[O:15][C@H:14]([C:25]3[CH:26]=[CH:27][CH:28]=[CH:29][CH:30]=3)[CH2:13][NH:12][C:11]2=[O:31])=[CH:4][CH:3]=1. The catalyst class is: 3.